This data is from NCI-60 drug combinations with 297,098 pairs across 59 cell lines. The task is: Regression. Given two drug SMILES strings and cell line genomic features, predict the synergy score measuring deviation from expected non-interaction effect. (1) Drug 1: C1=CC(=CC=C1CCC2=CNC3=C2C(=O)NC(=N3)N)C(=O)NC(CCC(=O)O)C(=O)O. Drug 2: CC1C(C(CC(O1)OC2CC(OC(C2O)C)OC3=CC4=CC5=C(C(=O)C(C(C5)C(C(=O)C(C(C)O)O)OC)OC6CC(C(C(O6)C)O)OC7CC(C(C(O7)C)O)OC8CC(C(C(O8)C)O)(C)O)C(=C4C(=C3C)O)O)O)O. Cell line: SF-539. Synergy scores: CSS=48.0, Synergy_ZIP=-2.95, Synergy_Bliss=-6.68, Synergy_Loewe=-17.4, Synergy_HSA=-6.01. (2) Drug 1: CC1=C2C(C(=O)C3(C(CC4C(C3C(C(C2(C)C)(CC1OC(=O)C(C(C5=CC=CC=C5)NC(=O)OC(C)(C)C)O)O)OC(=O)C6=CC=CC=C6)(CO4)OC(=O)C)O)C)O. Drug 2: CCN(CC)CCNC(=O)C1=C(NC(=C1C)C=C2C3=C(C=CC(=C3)F)NC2=O)C. Cell line: NCI/ADR-RES. Synergy scores: CSS=-0.680, Synergy_ZIP=4.05, Synergy_Bliss=7.06, Synergy_Loewe=0.441, Synergy_HSA=2.23.